Predict the product of the given reaction. From a dataset of Forward reaction prediction with 1.9M reactions from USPTO patents (1976-2016). (1) Given the reactants [F:1][C:2]1[CH:7]=[CH:6][C:5]([C:8]2[CH:12]=[C:11]([CH2:13][CH2:14][N:15]3C(=O)C4C(=CC=CC=4)C3=O)[O:10][N:9]=2)=[CH:4][CH:3]=1.O.NN, predict the reaction product. The product is: [F:1][C:2]1[CH:3]=[CH:4][C:5]([C:8]2[CH:12]=[C:11]([CH2:13][CH2:14][NH2:15])[O:10][N:9]=2)=[CH:6][CH:7]=1. (2) The product is: [CH3:46][C:38]1([N:32]2[C:31](=[O:47])[C:30]3[C:34](=[CH:35][CH:36]=[C:28]([CH2:27][NH:26][C:10]([C:7]4[N:8]=[N:9][C:4]([O:3][CH2:1][CH3:2])=[CH:5][CH:6]=4)=[O:12])[CH:29]=3)[C:33]2=[O:37])[CH2:43][CH2:42][C:41](=[O:44])[NH:40][C:39]1=[O:45]. Given the reactants [CH2:1]([O:3][C:4]1[N:9]=[N:8][C:7]([C:10]([OH:12])=O)=[CH:6][CH:5]=1)[CH3:2].C1N=CN(C(N2C=NC=C2)=O)C=1.Cl.[NH2:26][CH2:27][C:28]1[CH:29]=[C:30]2[C:34](=[CH:35][CH:36]=1)[C:33](=[O:37])[N:32]([C:38]1([CH3:46])[CH2:43][CH2:42][C:41](=[O:44])[NH:40][C:39]1=[O:45])[C:31]2=[O:47].O, predict the reaction product. (3) Given the reactants [C:1]1([CH:7]([C:13]2[CH:18]=[CH:17][CH:16]=[CH:15][CH:14]=2)[C:8]([N:10]=[C:11]=[O:12])=[O:9])[CH:6]=[CH:5][CH:4]=[CH:3][CH:2]=1.[CH2:19]([OH:21])[CH3:20], predict the reaction product. The product is: [CH2:19]([O:21][C:11](=[O:12])[NH:10][C:8](=[O:9])[CH:7]([C:1]1[CH:6]=[CH:5][CH:4]=[CH:3][CH:2]=1)[C:13]1[CH:18]=[CH:17][CH:16]=[CH:15][CH:14]=1)[CH3:20]. (4) Given the reactants [CH3:1][O:2][C:3](=[O:39])[NH:4][CH:5]([C:9]([N:11]1[CH:18]([C:19]2[NH:20][C:21]([C:24]3[CH:29]=[CH:28][C:27](B4OC(C)(C)C(C)(C)O4)=[CH:26][CH:25]=3)=[CH:22][N:23]=2)[CH2:17][C:13]2([CH2:16][CH2:15][CH2:14]2)[O:12]1)=[O:10])[CH:6]([CH3:8])[CH3:7].[CH3:40][O:41][C:42](=[O:70])[NH:43][CH:44]([C:48]([N:50]1[CH:57]([C:58]2[NH:59][C:60]([C:63]3[CH:68]=[CH:67][C:66](Br)=[CH:65][CH:64]=3)=[CH:61][N:62]=2)[CH2:56][C:52]2([CH2:55][CH2:54][CH2:53]2)[O:51]1)=[O:49])[CH:45]([CH3:47])[CH3:46].C(=O)([O-])[O-].[K+].[K+], predict the reaction product. The product is: [CH3:40][O:41][C:42](=[O:70])[NH:43][CH:44]([C:48]([N:50]1[CH:57]([C:58]2[NH:59][C:60]([C:63]3[CH:68]=[CH:67][C:66]([C:27]4[CH:26]=[CH:25][C:24]([C:21]5[NH:20][C:19]([CH:18]6[CH2:17][C:13]7([CH2:14][CH2:15][CH2:16]7)[O:12][N:11]6[C:9](=[O:10])[CH:5]([NH:4][C:3]([O:2][CH3:1])=[O:39])[CH:6]([CH3:7])[CH3:8])=[N:23][CH:22]=5)=[CH:29][CH:28]=4)=[CH:65][CH:64]=3)=[CH:61][N:62]=2)[CH2:56][C:52]2([CH2:55][CH2:54][CH2:53]2)[O:51]1)=[O:49])[CH:45]([CH3:47])[CH3:46]. (5) Given the reactants Cl[CH2:2][C:3]([N:5]1[CH2:10][C@H:9]([CH3:11])[N:8]([CH2:12][C:13]2[CH:18]=[CH:17][C:16]([F:19])=[CH:15][CH:14]=2)[CH2:7][C@H:6]1[CH3:20])=[O:4].[N+:21]([C:24]1[CH:29]=[C:28]([Cl:30])[CH:27]=[CH:26][C:25]=1[OH:31])([O-:23])=[O:22].C(=O)([O-])[O-].[K+].[K+].[I-].[K+], predict the reaction product. The product is: [Cl:30][C:28]1[CH:27]=[CH:26][C:25]([O:31][CH2:2][C:3]([N:5]2[CH2:10][C@H:9]([CH3:11])[N:8]([CH2:12][C:13]3[CH:18]=[CH:17][C:16]([F:19])=[CH:15][CH:14]=3)[CH2:7][C@H:6]2[CH3:20])=[O:4])=[C:24]([N+:21]([O-:23])=[O:22])[CH:29]=1. (6) The product is: [Cl:33][C:34]1[CH:39]=[C:38]([Cl:40])[CH:37]=[CH:36][C:35]=1[CH2:41][CH2:42][NH:43][C:10]1[N:15]=[C:14]([N:16]2[CH2:21][CH2:20][CH2:19][N:18]3[C:22](=[O:32])[CH:23]=[C:24]([C:26]4[CH:31]=[CH:30][CH:29]=[CH:28][CH:27]=4)[CH:25]=[C:17]23)[CH:13]=[CH:12][N:11]=1. Given the reactants C(N[C:10]1[N:15]=[C:14]([N:16]2[CH2:21][CH2:20][CH2:19][N:18]3[C:22](=[O:32])[CH:23]=[C:24]([C:26]4[CH:31]=[CH:30][CH:29]=[CH:28][CH:27]=4)[CH:25]=[C:17]23)[CH:13]=[CH:12][N:11]=1)CC1C=CC=CC=1.[Cl:33][C:34]1[CH:39]=[C:38]([Cl:40])[CH:37]=[CH:36][C:35]=1[CH2:41][CH2:42][NH2:43], predict the reaction product.